From a dataset of Full USPTO retrosynthesis dataset with 1.9M reactions from patents (1976-2016). Predict the reactants needed to synthesize the given product. Given the product [CH2:13]([C:12]1[C:8]([C:5]2[CH:4]=[CH:3][C:2]([F:1])=[CH:7][CH:6]=2)=[N:9][N:10]([C:16]2[CH:21]=[CH:20][CH:19]=[CH:18][C:17]=2[CH3:22])[C:11]=1[NH2:15])[CH3:14], predict the reactants needed to synthesize it. The reactants are: [F:1][C:2]1[CH:7]=[CH:6][C:5]([C:8]2[C:12]([CH:13]=[CH2:14])=[C:11]([NH2:15])[N:10]([C:16]3[CH:21]=[CH:20][CH:19]=[CH:18][C:17]=3[CH3:22])[N:9]=2)=[CH:4][CH:3]=1.